This data is from NCI-60 drug combinations with 297,098 pairs across 59 cell lines. The task is: Regression. Given two drug SMILES strings and cell line genomic features, predict the synergy score measuring deviation from expected non-interaction effect. (1) Synergy scores: CSS=3.56, Synergy_ZIP=0.937, Synergy_Bliss=5.21, Synergy_Loewe=-1.55, Synergy_HSA=0.781. Drug 1: CS(=O)(=O)C1=CC(=C(C=C1)C(=O)NC2=CC(=C(C=C2)Cl)C3=CC=CC=N3)Cl. Drug 2: CC1=CC2C(CCC3(C2CCC3(C(=O)C)OC(=O)C)C)C4(C1=CC(=O)CC4)C. Cell line: TK-10. (2) Drug 1: COC1=CC(=CC(=C1O)OC)C2C3C(COC3=O)C(C4=CC5=C(C=C24)OCO5)OC6C(C(C7C(O6)COC(O7)C8=CC=CS8)O)O. Drug 2: CCCS(=O)(=O)NC1=C(C(=C(C=C1)F)C(=O)C2=CNC3=C2C=C(C=N3)C4=CC=C(C=C4)Cl)F. Cell line: CCRF-CEM. Synergy scores: CSS=56.7, Synergy_ZIP=2.55, Synergy_Bliss=2.18, Synergy_Loewe=-31.9, Synergy_HSA=1.12. (3) Drug 1: C1=CN(C(=O)N=C1N)C2C(C(C(O2)CO)O)O.Cl. Drug 2: CC12CCC3C(C1CCC2O)C(CC4=C3C=CC(=C4)O)CCCCCCCCCS(=O)CCCC(C(F)(F)F)(F)F. Cell line: CCRF-CEM. Synergy scores: CSS=69.4, Synergy_ZIP=4.33, Synergy_Bliss=4.23, Synergy_Loewe=-15.4, Synergy_HSA=2.90. (4) Drug 1: CC12CCC3C(C1CCC2O)C(CC4=C3C=CC(=C4)O)CCCCCCCCCS(=O)CCCC(C(F)(F)F)(F)F. Drug 2: C(CN)CNCCSP(=O)(O)O. Cell line: SK-MEL-5. Synergy scores: CSS=1.34, Synergy_ZIP=0.834, Synergy_Bliss=3.71, Synergy_Loewe=1.96, Synergy_HSA=1.97. (5) Drug 1: CN(C)C1=NC(=NC(=N1)N(C)C)N(C)C. Drug 2: CS(=O)(=O)OCCCCOS(=O)(=O)C. Cell line: CAKI-1. Synergy scores: CSS=10.2, Synergy_ZIP=-6.88, Synergy_Bliss=-8.33, Synergy_Loewe=-9.93, Synergy_HSA=-5.93. (6) Drug 1: C1=CN(C(=O)N=C1N)C2C(C(C(O2)CO)O)O.Cl. Drug 2: C1CC(=O)NC(=O)C1N2C(=O)C3=CC=CC=C3C2=O. Cell line: MCF7. Synergy scores: CSS=3.23, Synergy_ZIP=-0.455, Synergy_Bliss=1.05, Synergy_Loewe=-1.34, Synergy_HSA=0.0306. (7) Drug 1: CNC(=O)C1=CC=CC=C1SC2=CC3=C(C=C2)C(=NN3)C=CC4=CC=CC=N4. Drug 2: C1=CC(=CC=C1CC(C(=O)O)N)N(CCCl)CCCl.Cl. Cell line: HT29. Synergy scores: CSS=13.7, Synergy_ZIP=-1.49, Synergy_Bliss=1.32, Synergy_Loewe=-4.51, Synergy_HSA=-3.25. (8) Drug 1: CC12CCC(CC1=CCC3C2CCC4(C3CC=C4C5=CN=CC=C5)C)O. Drug 2: COC1=C(C=C2C(=C1)N=CN=C2NC3=CC(=C(C=C3)F)Cl)OCCCN4CCOCC4. Cell line: SF-539. Synergy scores: CSS=25.8, Synergy_ZIP=2.17, Synergy_Bliss=6.66, Synergy_Loewe=9.18, Synergy_HSA=9.15.